This data is from Full USPTO retrosynthesis dataset with 1.9M reactions from patents (1976-2016). The task is: Predict the reactants needed to synthesize the given product. (1) Given the product [CH:18]1([CH2:21][O:22][CH:23]2[CH2:24][CH:25]3[N:30]([CH2:2][CH2:3][CH2:4][N:5]4[C:10]5[CH:11]=[CH:12][CH:13]=[C:14]([CH2:15][CH3:16])[C:9]=5[O:8][CH2:7][C:6]4=[O:17])[CH:28]([CH2:27][CH2:26]3)[CH2:29]2)[CH2:20][CH2:19]1, predict the reactants needed to synthesize it. The reactants are: Cl[CH2:2][CH2:3][CH2:4][N:5]1[C:10]2[CH:11]=[CH:12][CH:13]=[C:14]([CH2:15][CH3:16])[C:9]=2[O:8][CH2:7][C:6]1=[O:17].[CH:18]1([CH2:21][O:22][CH:23]2[CH2:29][CH:28]3[NH:30][CH:25]([CH2:26][CH2:27]3)[CH2:24]2)[CH2:20][CH2:19]1.C([O-])([O-])=O.[K+].[K+]. (2) Given the product [F:21][C:2]([F:1])([F:20])[C:3]1[CH:4]=[C:5]([C@H:13]2[O:17][C:16](=[O:18])[N:15]([CH2:32][C:26]3[C:25]([Br:24])=[CH:30][CH:29]=[C:28]([Cl:31])[N:27]=3)[C@H:14]2[CH3:19])[CH:6]=[C:7]([C:9]([F:10])([F:11])[F:12])[CH:8]=1, predict the reactants needed to synthesize it. The reactants are: [F:1][C:2]([F:21])([F:20])[C:3]1[CH:4]=[C:5]([C@H:13]2[O:17][C:16](=[O:18])[NH:15][C@H:14]2[CH3:19])[CH:6]=[C:7]([C:9]([F:12])([F:11])[F:10])[CH:8]=1.[H-].[Na+].[Br:24][C:25]1[C:26]([CH2:32]Br)=[N:27][C:28]([Cl:31])=[CH:29][CH:30]=1.